This data is from Full USPTO retrosynthesis dataset with 1.9M reactions from patents (1976-2016). The task is: Predict the reactants needed to synthesize the given product. Given the product [F:27][C:26]([F:29])([F:28])[C:24]([OH:30])=[O:25].[NH2:14][C@H:9]([C:10]([CH3:13])([CH3:12])[CH3:11])[C:8]([N:5]1[CH2:6][CH2:7][C:3]([F:23])([C:1]#[N:2])[CH2:4]1)=[O:22], predict the reactants needed to synthesize it. The reactants are: [C:1]([C:3]1([F:23])[CH2:7][CH2:6][N:5]([C:8](=[O:22])[C@H:9]([NH:14]C(=O)OC(C)(C)C)[C:10]([CH3:13])([CH3:12])[CH3:11])[CH2:4]1)#[N:2].[C:24]([OH:30])([C:26]([F:29])([F:28])[F:27])=[O:25].